From a dataset of Forward reaction prediction with 1.9M reactions from USPTO patents (1976-2016). Predict the product of the given reaction. (1) Given the reactants [N+:1]([C:4]1[CH:23]=[CH:22][C:7]([C:8]([O:10][C@H:11]2[C:15]3[N:16]=[CH:17][N:18]=[C:19](Cl)[C:14]=3[C@H:13]([CH3:21])[CH2:12]2)=[O:9])=[CH:6][CH:5]=1)([O-:3])=[O:2].[CH2:24]([N:31]1[CH2:35][CH2:34][C:33]2([C:43]3[C:38](=[CH:39][CH:40]=[CH:41][C:42]=3[CH2:44][NH:45][C:46](=[O:52])[O:47][C:48]([CH3:51])([CH3:50])[CH3:49])[NH:37][CH2:36]2)[CH2:32]1)[C:25]1[CH:30]=[CH:29][CH:28]=[CH:27][CH:26]=1.C([O-])([O-])=O.[Cs+].[Cs+].CC1(C)C2C(=C(P(C3C=CC=CC=3)C3C=CC=CC=3)C=CC=2)OC2C(P(C3C=CC=CC=3)C3C=CC=CC=3)=CC=CC1=2, predict the reaction product. The product is: [N+:1]([C:4]1[CH:23]=[CH:22][C:7]([C:8]([O:10][C@H:11]2[C:15]3[N:16]=[CH:17][N:18]=[C:19]([N:37]4[C:38]5[C:43](=[C:42]([CH2:44][NH:45][C:46]([O:47][C:48]([CH3:51])([CH3:50])[CH3:49])=[O:52])[CH:41]=[CH:40][CH:39]=5)[C:33]5([CH2:34][CH2:35][N:31]([CH2:24][C:25]6[CH:26]=[CH:27][CH:28]=[CH:29][CH:30]=6)[CH2:32]5)[CH2:36]4)[C:14]=3[C@H:13]([CH3:21])[CH2:12]2)=[O:9])=[CH:6][CH:5]=1)([O-:3])=[O:2]. (2) Given the reactants [NH:1]1[CH:5]=[C:4]([C:6]([O:8][CH2:9][CH3:10])=[O:7])[CH:3]=[N:2]1.C(O[K])(C)(C)C.F[C:18]1[CH:23]=[CH:22][C:21]([N+:24]([O-:26])=[O:25])=[CH:20][CH:19]=1, predict the reaction product. The product is: [N+:24]([C:21]1[CH:22]=[CH:23][C:18]([N:1]2[CH:5]=[C:4]([C:6]([O:8][CH2:9][CH3:10])=[O:7])[CH:3]=[N:2]2)=[CH:19][CH:20]=1)([O-:26])=[O:25]. (3) Given the reactants CC(C)=O.C(=O)=O.[CH3:8][C:9]1[N:10]([C:14]([C:27]2[CH:32]=[CH:31][CH:30]=[CH:29][CH:28]=2)([C:21]2[CH:26]=[CH:25][CH:24]=[CH:23][CH:22]=2)[C:15]2[CH:20]=[CH:19][CH:18]=[CH:17][CH:16]=2)[CH:11]=[CH:12][N:13]=1.CN(C)CCN(C)CCN(C)C.C([Li])CCC.[Cl:50][C:51]1[CH:52]=[C:53]([CH:56]=[CH:57][CH:58]=1)[CH:54]=[O:55], predict the reaction product. The product is: [Cl:50][C:51]1[CH:52]=[C:53]([CH:54]([OH:55])[CH2:8][C:9]2[N:10]([C:14]([C:15]3[CH:20]=[CH:19][CH:18]=[CH:17][CH:16]=3)([C:21]3[CH:22]=[CH:23][CH:24]=[CH:25][CH:26]=3)[C:27]3[CH:32]=[CH:31][CH:30]=[CH:29][CH:28]=3)[CH:11]=[CH:12][N:13]=2)[CH:56]=[CH:57][CH:58]=1. (4) Given the reactants [ClH:1].[C:2]1([N:8]([CH2:31][CH2:32][C:33]([O:35]CC)=[O:34])[C:9]([C:11]2[CH:12]=[CH:13][C:14]3[S:18][C:17]([CH2:19][CH2:20][C:21]4[CH:26]=[CH:25][C:24]([C:27](=[NH:29])[NH2:28])=[CH:23][CH:22]=4)=[N:16][C:15]=3[CH:30]=2)=[O:10])[CH:7]=[CH:6][CH:5]=[CH:4][CH:3]=1.[OH-].[Na+], predict the reaction product. The product is: [ClH:1].[C:2]1([N:8]([CH2:31][CH2:32][C:33]([OH:35])=[O:34])[C:9]([C:11]2[CH:12]=[CH:13][C:14]3[S:18][C:17]([CH2:19][CH2:20][C:21]4[CH:26]=[CH:25][C:24]([C:27](=[NH:28])[NH2:29])=[CH:23][CH:22]=4)=[N:16][C:15]=3[CH:30]=2)=[O:10])[CH:3]=[CH:4][CH:5]=[CH:6][CH:7]=1.